From a dataset of NCI-60 drug combinations with 297,098 pairs across 59 cell lines. Regression. Given two drug SMILES strings and cell line genomic features, predict the synergy score measuring deviation from expected non-interaction effect. (1) Drug 1: C1=CC(=CC=C1CCC2=CNC3=C2C(=O)NC(=N3)N)C(=O)NC(CCC(=O)O)C(=O)O. Drug 2: CCC1(CC2CC(C3=C(CCN(C2)C1)C4=CC=CC=C4N3)(C5=C(C=C6C(=C5)C78CCN9C7C(C=CC9)(C(C(C8N6C=O)(C(=O)OC)O)OC(=O)C)CC)OC)C(=O)OC)O.OS(=O)(=O)O. Cell line: SR. Synergy scores: CSS=75.4, Synergy_ZIP=-0.532, Synergy_Bliss=-1.77, Synergy_Loewe=-1.87, Synergy_HSA=0.783. (2) Drug 1: C1=C(C(=O)NC(=O)N1)N(CCCl)CCCl. Drug 2: C1=CC=C(C=C1)NC(=O)CCCCCCC(=O)NO. Cell line: MCF7. Synergy scores: CSS=41.3, Synergy_ZIP=4.89, Synergy_Bliss=6.09, Synergy_Loewe=4.50, Synergy_HSA=9.36. (3) Drug 1: C1CCC(CC1)NC(=O)N(CCCl)N=O. Drug 2: CC(C)CN1C=NC2=C1C3=CC=CC=C3N=C2N. Cell line: SNB-19. Synergy scores: CSS=22.3, Synergy_ZIP=3.25, Synergy_Bliss=4.71, Synergy_Loewe=3.54, Synergy_HSA=2.96.